From a dataset of Catalyst prediction with 721,799 reactions and 888 catalyst types from USPTO. Predict which catalyst facilitates the given reaction. (1) Reactant: Br.[Cl:2][C:3]1[CH:8]=[C:7]([Cl:9])[CH:6]=[CH:5][C:4]=1[C:10]1([OH:37])[C:18]2[C:13](=[CH:14][C:15]([C:23]([OH:25])=O)=[CH:16][C:17]=2[C:19]([F:22])([F:21])[F:20])[N:12]([CH2:26][C@H:27]2[CH2:30][C@H:29]([N:31]([CH2:34][CH3:35])[CH2:32][CH3:33])[CH2:28]2)[C:11]1=[O:36].[CH3:38][NH:39][CH3:40].O=C1N(P(Cl)(N2CCOC2=O)=O)CCO1.C(=O)(O)[O-].[Na+]. Product: [ClH:2].[CH3:38][N:39]([CH3:40])[C:23]([C:15]1[CH:14]=[C:13]2[C:18]([C:10]([C:4]3[CH:5]=[CH:6][C:7]([Cl:9])=[CH:8][C:3]=3[Cl:2])([OH:37])[C:11](=[O:36])[N:12]2[CH2:26][C@H:27]2[CH2:30][C@H:29]([N:31]([CH2:34][CH3:35])[CH2:32][CH3:33])[CH2:28]2)=[C:17]([C:19]([F:21])([F:22])[F:20])[CH:16]=1)=[O:25]. The catalyst class is: 120. (2) Reactant: C(=O)([O-])[O-].[K+].[K+].[CH2:7]([NH2:10])[CH2:8][NH2:9].[Cl:11][C:12]1[S:13][C:14]([CH2:17]Cl)=[CH:15][N:16]=1. Product: [Cl:11][C:12]1[S:13][C:14]([CH2:17][NH:9][CH2:8][CH2:7][NH2:10])=[CH:15][N:16]=1. The catalyst class is: 10. (3) Reactant: Cl.[C:2]([CH2:5][CH2:6][CH2:7][CH2:8][CH2:9][CH2:10][CH2:11][NH2+:12][CH3:13])([OH:4])=[O:3].Cl[Si](C)(C)C.C(N(CC)CC)C.C([O:29][C:30]1[C:31](=[CH:35][CH:36]=[CH:37][CH:38]=1)[C:32](Cl)=[O:33])(=O)C.C(O)(=O)C1C(=CC=CC=1)O. Product: [OH:29][C:30]1[CH:38]=[CH:37][CH:36]=[CH:35][C:31]=1[C:32]([N:12]([CH3:13])[CH2:11][CH2:10][CH2:9][CH2:8][CH2:7][CH2:6][CH2:5][C:2]([OH:4])=[O:3])=[O:33]. The catalyst class is: 4. (4) Reactant: [CH2:1]([O:4][CH:5]1[CH2:14][CH2:13][C:8]2(OCC[O:9]2)[CH2:7][CH2:6]1)[C:2]#[CH:3].Cl. Product: [CH2:1]([O:4][CH:5]1[CH2:14][CH2:13][C:8](=[O:9])[CH2:7][CH2:6]1)[C:2]#[CH:3]. The catalyst class is: 30. (5) Reactant: [CH3:1][O:2][C:3]1[CH:4]=[CH:5][C:6]([O:31]COC)=[C:7]([C:9]([C:11]2[CH:16]=[CH:15][C:14]([O:17][CH2:18][C:19]3[N:20]=[C:21]([C:25]4[CH:30]=[CH:29][CH:28]=[CH:27][CH:26]=4)[O:22][C:23]=3[CH3:24])=[CH:13][CH:12]=2)=[O:10])[CH:8]=1.Cl. Product: [OH:31][C:6]1[CH:5]=[CH:4][C:3]([O:2][CH3:1])=[CH:8][C:7]=1[C:9]([C:11]1[CH:12]=[CH:13][C:14]([O:17][CH2:18][C:19]2[N:20]=[C:21]([C:25]3[CH:30]=[CH:29][CH:28]=[CH:27][CH:26]=3)[O:22][C:23]=2[CH3:24])=[CH:15][CH:16]=1)=[O:10]. The catalyst class is: 21. (6) Reactant: [F:1][C:2]1[CH:7]=[CH:6][C:5]([N:8]2[C:16]3[N:15]=[C:14]4[CH2:17][CH2:18][CH2:19][C:20](=[O:22])[CH2:21][C:13]4=[CH:12][C:11]=3[CH:10]=[N:9]2)=[CH:4][CH:3]=1.[Li+].C[Si]([N-][Si](C)(C)C)(C)C.[N:33]1[CH:38]=[CH:37][CH:36]=[CH:35][C:34]=1[CH:39]=O.C(O)(=O)C. Product: [F:1][C:2]1[CH:7]=[CH:6][C:5]([N:8]2[C:16]3[N:15]=[C:14]4[CH2:17][CH2:18][CH2:19][C:20](=[O:22])/[C:21](=[CH:39]/[C:34]5[CH:35]=[CH:36][CH:37]=[CH:38][N:33]=5)/[C:13]4=[CH:12][C:11]=3[CH:10]=[N:9]2)=[CH:4][CH:3]=1. The catalyst class is: 1.